Dataset: Merck oncology drug combination screen with 23,052 pairs across 39 cell lines. Task: Regression. Given two drug SMILES strings and cell line genomic features, predict the synergy score measuring deviation from expected non-interaction effect. (1) Drug 1: O=C(O)C1(Cc2cccc(Nc3nccs3)n2)CCC(Oc2cccc(Cl)c2F)CC1. Drug 2: CNC(=O)c1cc(Oc2ccc(NC(=O)Nc3ccc(Cl)c(C(F)(F)F)c3)cc2)ccn1. Cell line: NCIH23. Synergy scores: synergy=5.46. (2) Drug 2: NC1CCCCC1N.O=C(O)C(=O)O.[Pt+2]. Drug 1: NC(=O)c1cccc2cn(-c3ccc(C4CCCNC4)cc3)nc12. Cell line: RKO. Synergy scores: synergy=-6.00. (3) Drug 1: COc1cccc2c1C(=O)c1c(O)c3c(c(O)c1C2=O)CC(O)(C(=O)CO)CC3OC1CC(N)C(O)C(C)O1. Drug 2: CCN(CC)CCNC(=O)c1c(C)[nH]c(C=C2C(=O)Nc3ccc(F)cc32)c1C. Cell line: UWB1289. Synergy scores: synergy=-1.29. (4) Drug 1: N.N.O=C(O)C1(C(=O)O)CCC1.[Pt]. Drug 2: CS(=O)(=O)CCNCc1ccc(-c2ccc3ncnc(Nc4ccc(OCc5cccc(F)c5)c(Cl)c4)c3c2)o1. Cell line: A375. Synergy scores: synergy=7.37. (5) Drug 1: N.N.O=C(O)C1(C(=O)O)CCC1.[Pt]. Drug 2: Cn1nnc2c(C(N)=O)ncn2c1=O. Cell line: NCIH1650. Synergy scores: synergy=-35.0.